Dataset: Full USPTO retrosynthesis dataset with 1.9M reactions from patents (1976-2016). Task: Predict the reactants needed to synthesize the given product. The reactants are: S(=O)(=O)(O)O.N([O-])=O.[Na+].[PH2](O)=O.N[C:14]1[C:19]([Cl:20])=[C:18]([C:21]([O:23][CH3:24])=[O:22])[C:17]([Cl:25])=[CH:16][C:15]=1[C:26]([O:28][CH3:29])=[O:27].N. Given the product [Cl:20][C:19]1[CH:14]=[C:15]([C:26]([O:28][CH3:29])=[O:27])[CH:16]=[C:17]([Cl:25])[C:18]=1[C:21]([O:23][CH3:24])=[O:22], predict the reactants needed to synthesize it.